Dataset: Catalyst prediction with 721,799 reactions and 888 catalyst types from USPTO. Task: Predict which catalyst facilitates the given reaction. (1) Reactant: [NH2:1][CH2:2][CH2:3][CH2:4][O:5][C:6]1[CH:11]=[C:10]([CH3:12])[C:9]([C:13]2[CH:18]=[CH:17][CH:16]=[C:15]([CH2:19][C:20]([O:22][CH3:23])=[O:21])[C:14]=2[CH3:24])=[C:8]([CH3:25])[CH:7]=1.C(N(CC)CC)C.[C:33](O[C:33](=[O:36])[CH2:34][CH3:35])(=[O:36])[CH2:34][CH3:35]. Product: [CH3:24][C:14]1[C:15]([CH2:19][C:20]([O:22][CH3:23])=[O:21])=[CH:16][CH:17]=[CH:18][C:13]=1[C:9]1[C:10]([CH3:12])=[CH:11][C:6]([O:5][CH2:4][CH2:3][CH2:2][NH:1][C:33](=[O:36])[CH2:34][CH3:35])=[CH:7][C:8]=1[CH3:25]. The catalyst class is: 112. (2) The catalyst class is: 4. Product: [Cl:12][C:13]1[CH:18]=[CH:17][C:16]([S:19]([C:22]2[C:30]3[C:25](=[CH:26][CH:27]=[C:28]([CH3:31])[CH:29]=3)[N:24]([CH2:32][C:33]([O:35][CH2:1][CH3:2])=[O:34])[C:23]=2[CH3:36])=[O:20])=[CH:15][CH:14]=1. Reactant: [CH:1]1C=C(Cl)C=C(C(OO)=O)[CH:2]=1.[Cl:12][C:13]1[CH:18]=[CH:17][C:16]([S:19]([C:22]2[C:30]3[C:25](=[CH:26][CH:27]=[C:28]([CH3:31])[CH:29]=3)[N:24]([CH2:32][C:33]([OH:35])=[O:34])[C:23]=2[CH3:36])(=O)=[O:20])=[CH:15][CH:14]=1.